Dataset: Forward reaction prediction with 1.9M reactions from USPTO patents (1976-2016). Task: Predict the product of the given reaction. Given the reactants [Cl:1][C:2]1[C:3]([N:12]2[CH2:17][CH2:16][N:15]([CH2:18][C:19]3[N:20]=[C:21]([CH3:24])[S:22][CH:23]=3)[CH2:14][CH2:13]2)=[C:4]([N+:9]([O-])=O)[C:5]([NH2:8])=[N:6][CH:7]=1.CCO.[O:28]1[CH2:33][CH2:32][N:31]([CH2:34][C:35]2[CH:42]=[CH:41][C:38]([CH:39]=O)=[CH:37][CH:36]=2)[CH2:30][CH2:29]1.[O-]S(S([O-])=O)=O.[Na+].[Na+], predict the reaction product. The product is: [Cl:1][C:2]1[C:3]([N:12]2[CH2:17][CH2:16][N:15]([CH2:18][C:19]3[N:20]=[C:21]([CH3:24])[S:22][CH:23]=3)[CH2:14][CH2:13]2)=[C:4]2[N:9]=[C:39]([C:38]3[CH:37]=[CH:36][C:35]([CH2:34][N:31]4[CH2:32][CH2:33][O:28][CH2:29][CH2:30]4)=[CH:42][CH:41]=3)[NH:8][C:5]2=[N:6][CH:7]=1.